Dataset: CYP2D6 inhibition data for predicting drug metabolism from PubChem BioAssay. Task: Regression/Classification. Given a drug SMILES string, predict its absorption, distribution, metabolism, or excretion properties. Task type varies by dataset: regression for continuous measurements (e.g., permeability, clearance, half-life) or binary classification for categorical outcomes (e.g., BBB penetration, CYP inhibition). Dataset: cyp2d6_veith. (1) The compound is CCc1c(C)c2c(C)[nH]nc2oc1=O. The result is 0 (non-inhibitor). (2) The drug is CC(C)(C)NCC[C@@H](O)c1cc(C(F)(F)F)nc2c(C(F)(F)F)cccc12.O=P(O)(O)O. The result is 1 (inhibitor). (3) The compound is CC(C)=C[C@H]1[C@@H](COC(=O)c2ccccc2Cl)C1(C)C. The result is 0 (non-inhibitor). (4) The molecule is CC1CN/C(=C\C(=O)c2ccccc2)C(=O)N1. The result is 0 (non-inhibitor). (5) The molecule is O=C(Nc1cccc(-c2cnc3ccccc3n2)c1)c1ccc(Cl)cc1. The result is 0 (non-inhibitor).